This data is from Forward reaction prediction with 1.9M reactions from USPTO patents (1976-2016). The task is: Predict the product of the given reaction. Given the reactants [Cl:1][C:2]1[C:7]([OH:8])=[C:6]([F:9])[C:5]([CH3:10])=[CH:4][CH:3]=1.[F-].[Cs+].O([C:21]1[CH:26]=[CH:25][CH:24]=[CH:23][C:22]=1[Si](C)(C)C)S(C(F)(F)F)(=O)=O, predict the reaction product. The product is: [Cl:1][C:2]1[CH:3]=[CH:4][C:5]([CH3:10])=[C:6]([F:9])[C:7]=1[O:8][C:21]1[CH:26]=[CH:25][CH:24]=[CH:23][CH:22]=1.